Dataset: Forward reaction prediction with 1.9M reactions from USPTO patents (1976-2016). Task: Predict the product of the given reaction. (1) Given the reactants [NH2:1][C:2]1[CH:7]=[CH:6][C:5]([Br:8])=[CH:4][C:3]=1[C:9]([OH:12])([CH3:11])[CH3:10].[C:13]1(C)C=CC=C[CH:14]=1, predict the reaction product. The product is: [Br:8][C:5]1[CH:6]=[CH:7][C:2]2[NH:1][CH:13]([CH3:14])[O:12][C:9]([CH3:10])([CH3:11])[C:3]=2[CH:4]=1. (2) Given the reactants [S:1]1[CH:5]=[CH:4][N:3]=[C:2]1[NH2:6].Br[CH2:8][C:9]([C:11]1[CH:16]=[CH:15][C:14]([O:17][CH2:18][C:19]2[CH:28]=[CH:27][C:26]3[C:21](=[CH:22][CH:23]=[C:24]([F:29])[CH:25]=3)[N:20]=2)=[CH:13][C:12]=1[CH:30]([C:35]1[CH:40]=[CH:39][CH:38]=[CH:37][CH:36]=1)[C:31]([CH3:34])([CH3:33])[CH3:32])=O, predict the reaction product. The product is: [CH3:32][C:31]([CH3:34])([CH3:33])[CH:30]([C:12]1[CH:13]=[C:14]([CH:15]=[CH:16][C:11]=1[C:9]1[N:6]=[C:2]2[N:3]([CH:8]=1)[CH:4]=[CH:5][S:1]2)[O:17][CH2:18][C:19]1[CH:28]=[CH:27][C:26]2[C:21](=[CH:22][CH:23]=[C:24]([F:29])[CH:25]=2)[N:20]=1)[C:35]1[CH:40]=[CH:39][CH:38]=[CH:37][CH:36]=1. (3) Given the reactants [CH:1]([N:3]([C:8]1[CH:13]=[CH:12][CH:11]=[CH:10][CH:9]=1)[CH2:4][C:5](O)=O)=O.[C:14]([O:18][CH2:19][CH3:20])(=[O:17])[C:15]#C.C(OC(=O)C)(=O)C, predict the reaction product. The product is: [C:8]1([N:3]2[CH:4]=[CH:5][C:15]([C:14]([O:18][CH2:19][CH3:20])=[O:17])=[CH:1]2)[CH:13]=[CH:12][CH:11]=[CH:10][CH:9]=1. (4) The product is: [NH2:8][C:9]1[CH2:10][C:11]([C:33]([N:43]([CH2:42][CH:40]([OH:41])[CH2:39][OH:38])[CH2:44][CH2:45][CH3:46])=[O:34])=[CH:12][C:13]2[CH:19]=[CH:18][C:17]([C:20]3[CH:21]=[CH:22][C:23]([C:26]([N:28]4[CH2:29][CH2:30][CH2:31][CH2:32]4)=[O:27])=[CH:24][CH:25]=3)=[CH:16][C:14]=2[N:15]=1. Given the reactants C(OC([NH:8][C:9]1[CH2:10][C:11]([C:33](O)=[O:34])=[CH:12][C:13]2[CH:19]=[CH:18][C:17]([C:20]3[CH:25]=[CH:24][C:23]([C:26]([N:28]4[CH2:32][CH2:31][CH2:30][CH2:29]4)=[O:27])=[CH:22][CH:21]=3)=[CH:16][C:14]=2[N:15]=1)=O)(C)(C)C.CC1(C)[O:41][CH:40]([CH2:42][NH:43][CH2:44][CH2:45][CH3:46])[CH2:39][O:38]1, predict the reaction product. (5) Given the reactants [O:1]1[CH2:3][CH:2]1[CH:4]([O:6][C:7]1[CH:12]=[CH:11][CH:10]=[CH:9][C:8]=1[NH:13][C:14](=[O:16])[CH3:15])[CH3:5].[Cl:17][C:18]1[CH:29]=[CH:28][C:21]([O:22][CH:23]2[CH2:27][CH2:26][NH:25][CH2:24]2)=[CH:20][CH:19]=1, predict the reaction product. The product is: [ClH:17].[Cl:17][C:18]1[CH:19]=[CH:20][C:21]([O:22][CH:23]2[CH2:27][CH2:26][N:25]([CH2:3][CH:2]([OH:1])[CH:4]([O:6][C:7]3[CH:12]=[CH:11][CH:10]=[CH:9][C:8]=3[NH:13][C:14](=[O:16])[CH3:15])[CH3:5])[CH2:24]2)=[CH:28][CH:29]=1. (6) The product is: [CH2:28]([O:27][C:24]1[CH:25]=[CH:26][C:21]([N:13]2[CH2:12][CH2:11][CH:10]([C:7]3[CH:6]=[CH:5][C:4]([CH2:3][CH:2]([NH:16][C:17](=[O:19])[CH3:18])[CH3:1])=[CH:9][CH:8]=3)[CH2:15][CH2:14]2)=[CH:22][CH:23]=1)[CH3:29]. Given the reactants [CH3:1][CH:2]([NH:16][C:17](=[O:19])[CH3:18])[CH2:3][C:4]1[CH:9]=[CH:8][C:7]([CH:10]2[CH2:15][CH2:14][NH:13][CH2:12][CH2:11]2)=[CH:6][CH:5]=1.Br[C:21]1[CH:26]=[CH:25][C:24]([O:27][CH2:28][CH3:29])=[CH:23][CH:22]=1.CC(C1C=C(C(C)C)C(C2C=CC=CC=2P(C2CCCCC2)C2CCCCC2)=C(C(C)C)C=1)C.Cl.N, predict the reaction product. (7) Given the reactants C(Cl)(=O)C(Cl)=O.CS(C)=O.[OH:11][CH:12]1[CH2:16][O:15][CH2:14][CH:13]1[NH:17][S:18]([CH:21]([CH3:23])[CH3:22])(=[O:20])=[O:19].C(N(CC)CC)C, predict the reaction product. The product is: [O:11]=[C:12]1[CH2:16][O:15][CH2:14][CH:13]1[NH:17][S:18]([CH:21]([CH3:23])[CH3:22])(=[O:20])=[O:19].